From a dataset of Reaction yield outcomes from USPTO patents with 853,638 reactions. Predict the reaction yield, written as a fraction of the theoretical maximum amount of product (1.0 means a 100% yield; for example, 0.34 means a 34% yield). (1) The yield is 0.590. The catalyst is C(O)(C)C.C1(C)C=CC=CC=1. The product is [CH:1]1[C:13]2[CH:12]([CH2:14][O:15][C:16]([NH:18][C@@H:19]([CH2:27][C:28]3[CH:29]=[N:30][C:31]([C:38]4[CH:39]=[CH:40][C:41]([O:47][CH3:46])=[CH:42][C:37]=4[CH2:35][CH3:36])=[CH:32][CH:33]=3)[C:20]([O:22][C:23]([CH3:26])([CH3:25])[CH3:24])=[O:21])=[O:17])[C:11]3[C:6](=[CH:7][CH:8]=[CH:9][CH:10]=3)[C:5]=2[CH:4]=[CH:3][CH:2]=1. The reactants are [CH:1]1[C:13]2[CH:12]([CH2:14][O:15][C:16]([NH:18][C@@H:19]([CH2:27][C:28]3[CH:29]=[N:30][C:31](Br)=[CH:32][CH:33]=3)[C:20]([O:22][C:23]([CH3:26])([CH3:25])[CH3:24])=[O:21])=[O:17])[C:11]3[C:6](=[CH:7][CH:8]=[CH:9][CH:10]=3)[C:5]=2[CH:4]=[CH:3][CH:2]=1.[CH2:35]([C:37]1[CH:42]=[CH:41][CH:40]=[CH:39][C:38]=1B(O)O)[CH3:36].[C:46](=O)([O-])[O-:47].[Na+].[Na+]. (2) The reactants are [CH2:1]([O:8][C:9]1[CH:28]=[C:27]([CH2:29][CH3:30])[CH:26]=[CH:25][C:10]=1[O:11][C:12]1[CH:17]=[CH:16][C:15]([N:18]2[CH2:22][CH2:21][O:20]C2=O)=[CH:14][C:13]=1[F:24])[C:2]1[CH:7]=[CH:6][CH:5]=[CH:4][CH:3]=1.[OH-].[Ba+2].[OH-]. The catalyst is CO.O. The product is [CH2:1]([O:8][C:9]1[CH:28]=[C:27]([CH2:29][CH3:30])[CH:26]=[CH:25][C:10]=1[O:11][C:12]1[CH:17]=[CH:16][C:15]([NH:18][CH2:22][CH2:21][OH:20])=[CH:14][C:13]=1[F:24])[C:2]1[CH:3]=[CH:4][CH:5]=[CH:6][CH:7]=1. The yield is 0.916. (3) The reactants are [C:1]([C:3]([C:9]#[N:10])=[C:4]([C:7]#[N:8])[C:5]#[N:6])#N.[CH2:11]([N:15]([CH2:24][CH2:25][CH2:26][CH3:27])[C:16]1[CH:21]=[CH:20]C=[C:18]([O:22][CH3:23])[CH:17]=1)[CH2:12][CH2:13][CH3:14]. The catalyst is CN(C)C=O. The product is [C:5]([C:4](=[C:3]([C:1]1[CH:20]=[CH:21][C:16]([N:15]([CH2:11][CH2:12][CH2:13][CH3:14])[CH2:24][CH2:25][CH2:26][CH3:27])=[CH:17][C:18]=1[O:22][CH3:23])[C:9]#[N:10])[C:7]#[N:8])#[N:6]. The yield is 0.772. (4) The yield is 0.892. No catalyst specified. The product is [C:52]([C:37]1[C:38](=[O:51])[N:39]([CH2:41][CH2:42][CH2:43][C:44]2[CH:49]=[CH:48][C:47]([F:50])=[CH:46][CH:45]=2)[N:40]=[C:35]([C:29]2[CH:30]=[CH:31][C:32]([O:33][CH3:34])=[C:27]([F:26])[CH:28]=2)[CH:36]=1)([OH:54])=[O:53]. The reactants are FC1C=C(F)C=CC=1C1C=C(COS(C)(=O)=O)C(=O)N(CC(C)C)N=1.[F:26][C:27]1[CH:28]=[C:29]([C:35]2[CH:36]=[C:37]([C:52]([O:54]C)=[O:53])[C:38](=[O:51])[N:39]([CH2:41][CH2:42][CH2:43][C:44]3[CH:49]=[CH:48][C:47]([F:50])=[CH:46][CH:45]=3)[N:40]=2)[CH:30]=[CH:31][C:32]=1[O:33][CH3:34]. (5) The reactants are [CH3:1][O:2][C:3]1[CH:8]=[CH:7][C:6]([N:9]2[CH:13]=[C:12]([CH3:14])[C:11]([CH:15]=[O:16])=[N:10]2)=[CH:5][CH:4]=1.[CH:17]1([Mg]Br)[CH2:22][CH2:21][CH2:20][CH2:19][CH2:18]1. The catalyst is O1CCCC1. The product is [CH:17]1([CH:15]([C:11]2[C:12]([CH3:14])=[CH:13][N:9]([C:6]3[CH:5]=[CH:4][C:3]([O:2][CH3:1])=[CH:8][CH:7]=3)[N:10]=2)[OH:16])[CH2:22][CH2:21][CH2:20][CH2:19][CH2:18]1. The yield is 0.530. (6) The reactants are [CH:1]1([C:4]2[NH:5][C:6]3[C:11]([CH:12]=2)=[C:10]([C:13]([F:16])([F:15])[F:14])[C:9]([C:17]#[N:18])=[CH:8][CH:7]=3)[CH2:3][CH2:2]1.C(=O)([O-])[O-].[Cs+].[Cs+].Br[CH2:26][C:27]([O:29][C:30]([CH3:33])([CH3:32])[CH3:31])=[O:28]. The catalyst is C(#N)C. The product is [C:17]([C:9]1[C:10]([C:13]([F:14])([F:15])[F:16])=[C:11]2[C:6](=[CH:7][CH:8]=1)[N:5]([CH2:26][C:27]([O:29][C:30]([CH3:33])([CH3:32])[CH3:31])=[O:28])[C:4]([CH:1]1[CH2:2][CH2:3]1)=[CH:12]2)#[N:18]. The yield is 1.00. (7) The reactants are [OH:1][C:2]([CH2:4][CH2:5][CH2:6][CH2:7][C@H:8]1[C@@H:16]2[C@@H:11]([NH:12][C:13]([NH:15]2)=[O:14])[CH2:10][S:9]1)=[O:3].[I:17][CH2:18][CH2:19][CH2:20]O.CC1C=CC(S(O)(=O)=O)=CC=1. The catalyst is C1(C)C=CC=CC=1. The product is [I:17][CH2:18][CH2:19][CH2:20][O:3][C:2](=[O:1])[CH2:4][CH2:5][CH2:6][CH2:7][CH:8]1[CH:16]2[NH:15][C:13](=[O:14])[NH:12][CH:11]2[CH2:10][S:9]1. The yield is 0.360. (8) The reactants are [CH3:1][O:2][C:3](=[O:26])[NH:4][CH:5]([CH3:25])[C:6]([N:8]1[CH2:12][CH2:11][CH2:10][CH:9]1[C:13]1[NH:14][C:15]([C:18]2[CH:23]=[CH:22][C:21](Br)=[CH:20][CH:19]=2)=[CH:16][N:17]=1)=[O:7].C[O:28][C:29](=O)[NH:30][CH:31]([C:35]([N:37]1[CH:42]([C:43]2[NH:44][C:45]([C:48]3[CH:57]=[CH:56][C:55]4[C:50](=[CH:51][CH:52]=[C:53](B5OC(C)(C)C(C)(C)O5)[CH:54]=4)[CH:49]=3)=[CH:46][N:47]=2)[CH:41]2[CH2:67][CH:38]1[CH2:39][CH2:40]2)=[O:36])[CH:32]([CH3:34])[CH3:33].[C:69]([O-])(O)=O.[Na+].[OH2:74]. The catalyst is COCCOC. The product is [CH3:69][O:74][C:29](=[O:28])[NH:30][CH:31]([C:35]([N:37]1[CH:42]([C:43]2[NH:44][C:45]([C:48]3[CH:57]=[CH:56][C:55]4[C:50](=[CH:51][CH:52]=[C:53]([C:21]5[CH:22]=[CH:23][C:18]([C:15]6[NH:14][C:13]([CH:9]7[CH2:10][CH2:11][CH2:12][N:8]7[C:6](=[O:7])[CH:5]([NH:4][C:3]([O:2][CH3:1])=[O:26])[CH3:25])=[N:17][CH:16]=6)=[CH:19][CH:20]=5)[CH:54]=4)[CH:49]=3)=[CH:46][N:47]=2)[CH:41]2[CH2:67][CH:38]1[CH2:39][CH2:40]2)=[O:36])[CH:32]([CH3:33])[CH3:34]. The yield is 0.360. (9) The reactants are [F:1][C:2]1[CH:32]=[C:31]([F:33])[CH:30]=[CH:29][C:3]=1[O:4][C:5]1[CH:10]=[C:9]([F:11])[C:8]([C:12]2[C:20]3[C:15](=[C:16]([O:21]C)[N:17]=[CH:18][CH:19]=3)[N:14]([CH3:23])[CH:13]=2)=[CH:7][C:6]=1[NH:24][S:25]([CH3:28])(=[O:27])=[O:26].Cl.O1CCOCC1. No catalyst specified. The product is [F:1][C:2]1[CH:32]=[C:31]([F:33])[CH:30]=[CH:29][C:3]=1[O:4][C:5]1[CH:10]=[C:9]([F:11])[C:8]([C:12]2[C:20]3[CH:19]=[CH:18][NH:17][C:16](=[O:21])[C:15]=3[N:14]([CH3:23])[CH:13]=2)=[CH:7][C:6]=1[NH:24][S:25]([CH3:28])(=[O:27])=[O:26]. The yield is 0.340. (10) The reactants are B([O-])([O-])[O-].[Si+4].B([O-])([O-])[O-].B([O-])([O-])[O-].B([O-])([O-])[O-].[Si+4].[Si+4].[F:20][C:21]([F:50])([F:49])[CH2:22][C:23]([NH:25][CH2:26][C:27]1[CH:32]=[CH:31][C:30](/[CH:33]=[CH:34]/[CH:35]([C:40]2[CH:45]=[C:44]([Cl:46])[C:43]([Cl:47])=[C:42]([Cl:48])[CH:41]=2)[C:36]([F:39])([F:38])[F:37])=[CH:29][CH:28]=1)=[O:24]. The catalyst is CS(C)=O. The product is [F:49][C:21]([F:20])([F:50])[CH2:22][C:23]([NH:25][CH2:26][C:27]1[CH:32]=[CH:31][C:30](/[CH:33]=[CH:34]\[CH:35]([C:40]2[CH:41]=[C:42]([Cl:48])[C:43]([Cl:47])=[C:44]([Cl:46])[CH:45]=2)[C:36]([F:37])([F:38])[F:39])=[CH:29][CH:28]=1)=[O:24]. The yield is 0.0800.